This data is from Catalyst prediction with 721,799 reactions and 888 catalyst types from USPTO. The task is: Predict which catalyst facilitates the given reaction. (1) Reactant: [F:1][C:2]1[CH:7]=[CH:6][C:5]([C:8]2[CH:16]=[C:11]3[N:12]=[CH:13][CH:14]=[CH:15][N:10]3[N:9]=2)=[CH:4][CH:3]=1.[Br:17]N1C(=O)CCC1=O.O. Product: [Br:17][C:16]1[C:8]([C:5]2[CH:6]=[CH:7][C:2]([F:1])=[CH:3][CH:4]=2)=[N:9][N:10]2[CH:15]=[CH:14][CH:13]=[N:12][C:11]=12. The catalyst class is: 22. (2) The catalyst class is: 9. Reactant: [C:1]([O:5][C:6]([NH:8][C@@H:9]([C:27]([O:29][C:30]([CH3:33])([CH3:32])[CH3:31])=[O:28])[CH2:10][C@@H:11]([CH2:19][C:20]1[CH:25]=[CH:24][C:23]([OH:26])=[CH:22][CH:21]=1)[C:12]([O:14][C:15]([CH3:18])([CH3:17])[CH3:16])=[O:13])=[O:7])([CH3:4])([CH3:3])[CH3:2].C(=O)([O-])[O-].[K+].[K+].I[CH2:41][CH2:42][F:43]. Product: [C:1]([O:5][C:6]([NH:8][C@@H:9]([C:27]([O:29][C:30]([CH3:33])([CH3:32])[CH3:31])=[O:28])[CH2:10][C@@H:11]([CH2:19][C:20]1[CH:25]=[CH:24][C:23]([O:26][CH2:41][CH2:42][F:43])=[CH:22][CH:21]=1)[C:12]([O:14][C:15]([CH3:16])([CH3:18])[CH3:17])=[O:13])=[O:7])([CH3:2])([CH3:3])[CH3:4]. (3) Reactant: [NH:1]1[C:5]([C:6]2[CH:7]=[C:8]([CH:11]=[CH:12][CH:13]=2)[C:9]#[N:10])=[N:4][N:3]=[N:2]1.C(=O)([O-])[O-].[Na+].[Na+].Br[CH2:21][C:22]([O:24][CH3:25])=[O:23]. Product: [CH3:25][O:24][C:22](=[O:23])[CH2:21][N:4]1[C:5]([C:6]2[CH:13]=[CH:12][CH:11]=[C:8]([C:9]#[N:10])[CH:7]=2)=[N:1][N:2]=[N:3]1. The catalyst class is: 9. (4) Reactant: [NH2:1][NH2:2].[Br:3][C:4]1[C:5]([F:14])=[CH:6][C:7]([F:13])=[C:8]([C:10](=O)[CH3:11])[CH:9]=1. Product: [Br:3][C:4]1[C:5]([F:14])=[CH:6][C:7]([F:13])=[C:8]([C:10](=[N:1][NH2:2])[CH3:11])[CH:9]=1. The catalyst class is: 14. (5) Reactant: Cl[C:2]1[C:7]([C:8]([C:10]2[CH:15]=[CH:14][CH:13]=[CH:12][CH:11]=2)=O)=[C:6]([NH:16][C:17]2[CH:22]=[CH:21][CH:20]=[CH:19][C:18]=2[S:23]([CH:26]([CH3:28])[CH3:27])(=[O:25])=[O:24])[N:5]=[C:4]([NH:29][C:30]2[CH:35]=[C:34]([CH3:36])[C:33]([CH:37]3[CH2:42][CH2:41][N:40]([CH2:43][CH2:44][O:45][CH3:46])[CH2:39][CH2:38]3)=[CH:32][C:31]=2[O:47][CH:48]([CH3:50])[CH3:49])[N:3]=1.[NH2:51][NH2:52]. Product: [CH:48]([O:47][C:31]1[CH:32]=[C:33]([CH:37]2[CH2:42][CH2:41][N:40]([CH2:43][CH2:44][O:45][CH3:46])[CH2:39][CH2:38]2)[C:34]([CH3:36])=[CH:35][C:30]=1[NH:29][C:4]1[N:3]=[C:2]2[NH:51][N:52]=[C:8]([C:10]3[CH:11]=[CH:12][CH:13]=[CH:14][CH:15]=3)[C:7]2=[C:6]([NH:16][C:17]2[CH:22]=[CH:21][CH:20]=[CH:19][C:18]=2[S:23]([CH:26]([CH3:28])[CH3:27])(=[O:24])=[O:25])[N:5]=1)([CH3:50])[CH3:49]. The catalyst class is: 1. (6) Reactant: [I:1][C:2]1[CH:7]=[CH:6][C:5]([C:8]2[N:9]=[C:10]([C@H:14]([NH:16][CH3:17])[CH3:15])[N:11]([CH3:13])[CH:12]=2)=[CH:4][CH:3]=1.Cl[C:19]([O:21][CH3:22])=[O:20].C([O-])([O-])=O.[Na+].[Na+].C1COCC1. Product: [I:1][C:2]1[CH:3]=[CH:4][C:5]([C:8]2[N:9]=[C:10]([C@H:14]([N:16]([CH3:17])[C:19](=[O:20])[O:21][CH3:22])[CH3:15])[N:11]([CH3:13])[CH:12]=2)=[CH:6][CH:7]=1. The catalyst class is: 238. (7) Reactant: [H-].[Na+].[CH3:3][C:4]1[O:8][C:7]([C:9]2[CH:32]=[CH:31][C:12]([O:13][C:14]3[CH:15]=[C:16]([CH:21]=[C:22]([O:24][C@H:25]4[CH2:29][CH2:28][NH:27][C:26]4=[O:30])[CH:23]=3)[C:17]([O:19][CH3:20])=[O:18])=[CH:11][CH:10]=2)=[N:6][N:5]=1.[CH3:33]I. Product: [CH3:3][C:4]1[O:8][C:7]([C:9]2[CH:10]=[CH:11][C:12]([O:13][C:14]3[CH:15]=[C:16]([CH:21]=[C:22]([O:24][C@H:25]4[CH2:29][CH2:28][N:27]([CH3:33])[C:26]4=[O:30])[CH:23]=3)[C:17]([O:19][CH3:20])=[O:18])=[CH:31][CH:32]=2)=[N:6][N:5]=1. The catalyst class is: 3.